Dataset: CYP3A4 inhibition data for predicting drug metabolism from PubChem BioAssay. Task: Regression/Classification. Given a drug SMILES string, predict its absorption, distribution, metabolism, or excretion properties. Task type varies by dataset: regression for continuous measurements (e.g., permeability, clearance, half-life) or binary classification for categorical outcomes (e.g., BBB penetration, CYP inhibition). Dataset: cyp3a4_veith. (1) The molecule is NCCc1ccn[nH]1. The result is 0 (non-inhibitor). (2) The compound is O=c1c2ccccc2nc(-c2ccc(Br)cc2)n1Cc1ccccc1. The result is 0 (non-inhibitor). (3) The molecule is Cc1cc(C(=O)O)ccc1[C@H](N)C(=O)O. The result is 0 (non-inhibitor). (4) The compound is O=C(NCCN1CCOCC1)c1ccccc1[N+](=O)[O-]. The result is 0 (non-inhibitor). (5) The drug is COc1ccc(CNc2ccnc(-c3ccccc3OC)n2)c(OC)c1. The result is 1 (inhibitor).